This data is from Full USPTO retrosynthesis dataset with 1.9M reactions from patents (1976-2016). The task is: Predict the reactants needed to synthesize the given product. Given the product [C:1]([O:5][C:6]([NH:8][CH2:9][CH2:10][O:11][C:12]1[CH:17]=[CH:16][C:15]([CH2:18][C:19]([NH:21][C:22]2[CH:27]=[CH:26][CH:25]=[C:24]([CH2:28][CH2:29][C:30]3[CH:35]=[CH:34][CH:33]=[C:32]([CH3:36])[CH:31]=3)[CH:23]=2)=[O:20])=[CH:14][C:13]=1[O:37][CH3:38])=[O:7])([CH3:4])([CH3:3])[CH3:2], predict the reactants needed to synthesize it. The reactants are: [C:1]([O:5][C:6]([NH:8][CH2:9][CH2:10][O:11][C:12]1[CH:17]=[CH:16][C:15]([CH2:18][C:19]([NH:21][C:22]2[CH:27]=[CH:26][CH:25]=[C:24](/[CH:28]=[CH:29]/[C:30]3[CH:35]=[CH:34][CH:33]=[C:32]([CH3:36])[CH:31]=3)[CH:23]=2)=[O:20])=[CH:14][C:13]=1[O:37][CH3:38])=[O:7])([CH3:4])([CH3:3])[CH3:2].